This data is from Reaction yield outcomes from USPTO patents with 853,638 reactions. The task is: Predict the reaction yield, written as a fraction of the theoretical maximum amount of product (1.0 means a 100% yield; for example, 0.34 means a 34% yield). (1) The reactants are C(O[C:6](=O)[NH:7][C:8]1[CH:13]=[C:12]([F:14])[CH:11]=[CH:10][C:9]=1[NH2:15])(C)(C)C.[CH:17]1([CH:23]=O)[CH2:22][CH2:21][CH2:20][CH2:19][CH2:18]1.[Cl:25][C:26]1[CH:36]=[CH:35][CH:34]=[CH:33][C:27]=1[O:28][CH2:29]C(O)=O.[CH:37]1([N+:43]#[C-:44])[CH2:42][CH2:41][CH2:40][CH2:39][CH2:38]1.Cl.C[OH:47]. The catalyst is O1CCOCC1. The product is [Cl:25][C:26]1[CH:36]=[CH:35][CH:34]=[CH:33][C:27]=1[O:28][CH2:29][C:6]1[N:15]([CH:23]([CH:17]2[CH2:18][CH2:19][CH2:20][CH2:21][CH2:22]2)[C:44]([NH:43][CH:37]2[CH2:42][CH2:41][CH2:40][CH2:39][CH2:38]2)=[O:47])[C:9]2[CH:10]=[CH:11][C:12]([F:14])=[CH:13][C:8]=2[N:7]=1. The yield is 0.130. (2) The reactants are [N+]([O-])(O)=O.OS(O)(=O)=O.[CH3:10][C:11]1C=C(C=CC=1)C(O)=O.CC1C([N+]([O-])=O)=C(C([N+]([O-])=O)=CC=1)C(O)=O.[CH3:36][C:37]1[C:38]([N+:49]([O-:51])=[O:50])=[CH:39][C:40]([N+:46]([O-:48])=[O:47])=[C:41]([CH:45]=1)[C:42]([OH:44])=[O:43].O=S(Cl)Cl. The catalyst is CCO. The product is [CH2:10]([O:43][C:42](=[O:44])[C:41]1[CH:45]=[C:37]([CH3:36])[C:38]([N+:49]([O-:51])=[O:50])=[CH:39][C:40]=1[N+:46]([O-:48])=[O:47])[CH3:11]. The yield is 0.200. (3) The reactants are [Cl:1][C:2]1[C:7]([CH:8]([OH:10])[CH3:9])=[CH:6][CH:5]=[CH:4][N:3]=1.C(O)(C)C.C([O-])(O)=O.[Na+]. The catalyst is CC(C)=O.[O-2].[Cr+6].[O-2].[O-2]. The product is [Cl:1][C:2]1[C:7]([C:8](=[O:10])[CH3:9])=[CH:6][CH:5]=[CH:4][N:3]=1. The yield is 0.770. (4) The yield is 0.470. The reactants are [Cl:1][C:2]1[C:3]([O:12][C:13]2[CH:18]=[C:17]([O:19][CH2:20][CH2:21][O:22][CH3:23])[CH:16]=[CH:15][C:14]=2/[CH:24]=[CH:25]/[CH2:26][OH:27])=[N:4][CH:5]=[C:6]([C:8]([F:11])([F:10])[F:9])[CH:7]=1.Cl[S:29]([N:32]=[C:33]=[O:34])(=[O:31])=[O:30].[CH3:35][O:36][CH2:37][CH2:38][CH2:39][NH2:40].Cl. The product is [CH3:35][O:36][CH2:37][CH2:38][CH2:39][NH:40][S:29]([NH:32][C:33](=[O:34])[O:27][CH2:26]/[CH:25]=[CH:24]/[C:14]1[CH:15]=[CH:16][C:17]([O:19][CH2:20][CH2:21][O:22][CH3:23])=[CH:18][C:13]=1[O:12][C:3]1[C:2]([Cl:1])=[CH:7][C:6]([C:8]([F:9])([F:11])[F:10])=[CH:5][N:4]=1)(=[O:31])=[O:30]. The catalyst is C(#N)C.N1C=CC=CC=1. (5) The reactants are [N+:1]([C:4]1[CH:17]=[CH:16][C:7]2[CH2:8][CH2:9][N:10]([C:13](=[O:15])[CH3:14])[CH2:11][CH2:12][C:6]=2[CH:5]=1)([O-])=O. The catalyst is C(O)C. The product is [NH2:1][C:4]1[CH:17]=[CH:16][C:7]2[CH2:8][CH2:9][N:10]([C:13](=[O:15])[CH3:14])[CH2:11][CH2:12][C:6]=2[CH:5]=1. The yield is 0.900. (6) The reactants are [F:1][C:2]1[C:11]2[CH2:10][N:9]([C@H:12]([CH:20]([CH3:22])[CH3:21])[C:13]([O:15][C:16]([CH3:19])([CH3:18])[CH3:17])=[O:14])[C:8](=[O:23])[C:7]3=[CH:24][N:25](S(C4C=CC(C)=CC=4)(=O)=O)[C:5]([C:6]=23)=[N:4][CH:3]=1.[OH-].[Na+]. The catalyst is CO. The product is [F:1][C:2]1[C:11]2[CH2:10][N:9]([C@H:12]([CH:20]([CH3:21])[CH3:22])[C:13]([O:15][C:16]([CH3:19])([CH3:18])[CH3:17])=[O:14])[C:8](=[O:23])[C:7]3=[CH:24][NH:25][C:5]([C:6]=23)=[N:4][CH:3]=1. The yield is 0.604. (7) The reactants are [CH3:1][O:2][C:3](=[O:16])[C:4]1[CH:9]=[C:8]([N+:10]([O-:12])=[O:11])[C:7]([NH2:13])=[C:6]([F:14])[C:5]=1F.[F:17][C:18]1[CH:23]=[CH:22][CH:21]=[CH:20][C:19]=1[NH2:24]. The catalyst is C(Cl)Cl. The product is [CH3:1][O:2][C:3](=[O:16])[C:4]1[CH:9]=[C:8]([N+:10]([O-:12])=[O:11])[C:7]([NH2:13])=[C:6]([F:14])[C:5]=1[NH:24][C:19]1[CH:20]=[CH:21][CH:22]=[CH:23][C:18]=1[F:17]. The yield is 0.520. (8) The reactants are Br[C:2]1[CH:9]=[N:8][CH:7]=[C:6]([N:10]2[CH:22]=[CH:21][N:13]3[C:14]4[CH2:15][CH2:16][CH2:17][CH2:18][C:19]=4[CH:20]=[C:12]3[C:11]2=[O:23])[C:3]=1[CH:4]=[O:5].[CH3:24][N:25]1[CH:30]=[C:29](B2OC(C)(C)C(C)(C)O2)[CH:28]=[C:27]([NH:40][C:41]2[CH:46]=[CH:45][C:44]([N:47]3[CH2:52][CH2:51][N:50]([CH:53]4[CH2:56][O:55][CH2:54]4)[CH2:49][CH2:48]3)=[CH:43][N:42]=2)[C:26]1=[O:57].[O-]P([O-])([O-])=O.[K+].[K+].[K+].CC([O-])=O.[Na+]. The catalyst is CC#N.O.C1C=CC(P(C2C=CC=CC=2)[C-]2C=CC=C2)=CC=1.C1C=CC(P(C2C=CC=CC=2)[C-]2C=CC=C2)=CC=1.Cl[Pd]Cl.[Fe+2]. The product is [CH3:24][N:25]1[C:26](=[O:57])[C:27]([NH:40][C:41]2[CH:46]=[CH:45][C:44]([N:47]3[CH2:52][CH2:51][N:50]([CH:53]4[CH2:54][O:55][CH2:56]4)[CH2:49][CH2:48]3)=[CH:43][N:42]=2)=[CH:28][C:29]([C:2]2[CH:9]=[N:8][CH:7]=[C:6]([N:10]3[CH:22]=[CH:21][N:13]4[C:14]5[CH2:15][CH2:16][CH2:17][CH2:18][C:19]=5[CH:20]=[C:12]4[C:11]3=[O:23])[C:3]=2[CH:4]=[O:5])=[CH:30]1. The yield is 0.480. (9) The reactants are [N:1]([CH:4]([C:6]1[N:7]=[C:8]2[S:16][CH:15]=[C:14]([CH3:17])[N:9]2[C:10](=[O:13])[C:11]=1Br)[CH3:5])=[N+:2]=[N-:3].[F:18][C:19]1[CH:20]=[C:21](B(O)O)[CH:22]=[C:23]([F:25])[CH:24]=1.C(=O)([O-])[O-].[Na+].[Na+]. The catalyst is O1CCOCC1.O.CCOC(C)=O.C1C=CC([P]([Pd]([P](C2C=CC=CC=2)(C2C=CC=CC=2)C2C=CC=CC=2)([P](C2C=CC=CC=2)(C2C=CC=CC=2)C2C=CC=CC=2)[P](C2C=CC=CC=2)(C2C=CC=CC=2)C2C=CC=CC=2)(C2C=CC=CC=2)C2C=CC=CC=2)=CC=1. The product is [N:1]([CH:4]([C:6]1[N:7]=[C:8]2[S:16][CH:15]=[C:14]([CH3:17])[N:9]2[C:10](=[O:13])[C:11]=1[C:21]1[CH:20]=[C:19]([F:18])[CH:24]=[C:23]([F:25])[CH:22]=1)[CH3:5])=[N+:2]=[N-:3]. The yield is 0.380. (10) The reactants are I[C:2]1[C:3]2[S:11][CH:10]=[C:9]([C:12]3[CH:13]=[C:14]4[C:18](=[CH:19][CH:20]=3)[N:17]([C:21](=[O:29])[CH2:22][C:23]3[CH:28]=[CH:27][CH:26]=[CH:25][CH:24]=3)[CH2:16][CH2:15]4)[C:4]=2[C:5]([NH2:8])=[N:6][CH:7]=1.[N:30]1[CH:35]=[CH:34][C:33](B(O)O)=[CH:32][CH:31]=1.C(=O)(O)[O-].[Na+].CO. The catalyst is O1CCOCC1.CCOC(C)=O.C1C=CC(P(C2C=CC=CC=2)[C-]2C=CC=C2)=CC=1.C1C=CC(P(C2C=CC=CC=2)[C-]2C=CC=C2)=CC=1.Cl[Pd]Cl.[Fe+2].C(Cl)Cl. The product is [C:23]1([CH2:22][C:21]([N:17]2[C:18]3[C:14](=[CH:13][C:12]([C:9]4[C:4]5[C:5]([NH2:8])=[N:6][CH:7]=[C:2]([C:33]6[CH:34]=[CH:35][N:30]=[CH:31][CH:32]=6)[C:3]=5[S:11][CH:10]=4)=[CH:20][CH:19]=3)[CH2:15][CH2:16]2)=[O:29])[CH:28]=[CH:27][CH:26]=[CH:25][CH:24]=1. The yield is 0.686.